This data is from Kir2.1 potassium channel HTS with 301,493 compounds. The task is: Binary Classification. Given a drug SMILES string, predict its activity (active/inactive) in a high-throughput screening assay against a specified biological target. (1) The drug is Clc1nc(nc(NCCCC)c1SC)NC. The result is 0 (inactive). (2) The molecule is Clc1cc(c2oc(C(=S)N3CCOCC3)cc2)ccc1Cl. The result is 0 (inactive). (3) The compound is Brc1ccc(c2nc3n(ncc3C(=O)Nc3noc(c3)C)c(c2)C(F)(F)F)cc1. The result is 0 (inactive). (4) The compound is n12c(Nc3ccccc3)c(nc1c(ccc2)C)c1ncccc1. The result is 0 (inactive).